Dataset: Catalyst prediction with 721,799 reactions and 888 catalyst types from USPTO. Task: Predict which catalyst facilitates the given reaction. (1) Reactant: [N:1]1[CH:6]=[CH:5][CH:4]=[C:3]([C:7]#[C:8][CH2:9][OH:10])[CH:2]=1. Product: [N:1]1[CH:6]=[CH:5][CH:4]=[C:3]([C:7]#[C:8][CH:9]=[O:10])[CH:2]=1. The catalyst class is: 177. (2) Reactant: F[C:2]1[CH:11]=[C:10]2[C:5]([C:6](O)=[CH:7][CH:8]=[N:9]2)=[N:4][CH:3]=1.P(Br)(Br)[Br:14].CCO[C:20](C)=[O:21]. Product: [Br:14][C:6]1[CH:7]=[CH:8][N:9]=[C:10]2[C:5]=1[N:4]=[C:3]([O:21][CH3:20])[CH:2]=[CH:11]2. The catalyst class is: 3. (3) Reactant: [O:1]1[CH2:6][CH2:5][CH2:4][C:3](=[O:7])[CH2:2]1.Cl[Si:9]([CH3:12])([CH3:11])[CH3:10].C(N(CC)CC)C. Product: [O:1]1[CH2:6][CH2:5][CH:4]=[C:3]([O:7][Si:9]([CH3:12])([CH3:11])[CH3:10])[CH2:2]1. The catalyst class is: 1. (4) Reactant: [CH3:1][N:2]1[CH:6]=[C:5]([C:7]2[CH:12]=[CH:11][CH:10]=[CH:9][CH:8]=2)[N:4]=[N:3]1.[Li]CCCC.CN([CH:21]=[O:22])C.[Cl-].[NH4+]. Product: [CH3:1][N:2]1[C:6]([CH:21]=[O:22])=[C:5]([C:7]2[CH:8]=[CH:9][CH:10]=[CH:11][CH:12]=2)[N:4]=[N:3]1. The catalyst class is: 1. (5) Reactant: [CH3:1][C:2]1[C:6]([CH3:7])=[C:5]([NH:8][C:9](=[O:16])OCC(Cl)(Cl)Cl)[O:4][N:3]=1.[F:17][C:18]1[CH:23]=[C:22]([F:24])[CH:21]=[CH:20][C:19]=1[C:25]1[CH:26]=[C:27]([N:31]2[CH2:36][CH2:35][NH:34][CH2:33][CH2:32]2)[CH:28]=[N:29][CH:30]=1. Product: [F:17][C:18]1[CH:23]=[C:22]([F:24])[CH:21]=[CH:20][C:19]=1[C:25]1[CH:26]=[C:27]([N:31]2[CH2:32][CH2:33][N:34]([C:9]([NH:8][C:5]3[O:4][N:3]=[C:2]([CH3:1])[C:6]=3[CH3:7])=[O:16])[CH2:35][CH2:36]2)[CH:28]=[N:29][CH:30]=1. The catalyst class is: 188. (6) Reactant: [Cl:1][C:2]1[N:7]=[C:6]([NH:8][C:9]2[S:10][C:11]([C:14]#[N:15])=[CH:12][N:13]=2)[CH:5]=[C:4]([CH2:16]Cl)[CH:3]=1.[Cl-].[CH3:19][NH:20][C:21]([N:23]1[CH2:28][CH2:27][NH2+:26][CH2:25][CH2:24]1)=[O:22].C(N(C(C)C)C(C)C)C. Product: [Cl:1][C:2]1[CH:3]=[C:4]([CH2:16][N:26]2[CH2:27][CH2:28][N:23]([C:21]([NH:20][CH3:19])=[O:22])[CH2:24][CH2:25]2)[CH:5]=[C:6]([NH:8][C:9]2[S:10][C:11]([C:14]#[N:15])=[CH:12][N:13]=2)[N:7]=1. The catalyst class is: 58. (7) Reactant: [Br:1][C:2]1[CH:27]=[N:26][C:5]2[N:6]=[C:7]([N:13]3[CH2:16][CH:15]([N:17](C)[C:18](=O)OC(C)(C)C)[CH2:14]3)[C:8]3[N:9]([CH:10]=[CH:11][CH:12]=3)[C:4]=2[CH:3]=1.C(O)(C(F)(F)F)=O. Product: [Br:1][C:2]1[CH:27]=[N:26][C:5]2[N:6]=[C:7]([N:13]3[CH2:16][CH:15]([NH:17][CH3:18])[CH2:14]3)[C:8]3[N:9]([CH:10]=[CH:11][CH:12]=3)[C:4]=2[CH:3]=1. The catalyst class is: 2. (8) Reactant: [F:1][C:2]1[CH:3]=[C:4]([CH:9]=[CH:10][C:11]=1[C:12]1[CH:13]=[C:14]2[C:19](=[CH:20][CH:21]=1)[C:18](=[O:22])[N:17]([CH2:23][CH2:24][N:25]1[CH2:29][CH2:28][CH2:27][C@H:26]1[CH3:30])[CH2:16][CH2:15]2)[C:5]([O:7]C)=[O:6]. Product: [F:1][C:2]1[CH:3]=[C:4]([CH:9]=[CH:10][C:11]=1[C:12]1[CH:13]=[C:14]2[C:19](=[CH:20][CH:21]=1)[C:18](=[O:22])[N:17]([CH2:23][CH2:24][N:25]1[CH2:29][CH2:28][CH2:27][C@H:26]1[CH3:30])[CH2:16][CH2:15]2)[C:5]([OH:7])=[O:6]. The catalyst class is: 5. (9) Reactant: IC.[Cl:3][C:4]1[CH:25]=[CH:24][C:7]([CH2:8][NH:9][C:10]([C:12]2[C:13](=[O:23])[C:14]3[CH:21]=[C:20]([I:22])[CH:19]=[N:18][C:15]=3[NH:16][N:17]=2)=[O:11])=[CH:6][CH:5]=1.[CH2:26](N(CC)CC)C. Product: [Cl:3][C:4]1[CH:5]=[CH:6][C:7]([CH2:8][NH:9][C:10]([C:12]2[C:13](=[O:23])[C:14]3[CH:21]=[C:20]([I:22])[CH:19]=[N:18][C:15]=3[N:16]([CH3:26])[N:17]=2)=[O:11])=[CH:24][CH:25]=1. The catalyst class is: 10. (10) Reactant: [CH:1]1([C:4]([N:6]2[CH2:10][CH2:9][C@@H:8]([CH2:11][C:12]([NH:14][NH2:15])=[O:13])[CH2:7]2)=[O:5])[CH2:3][CH2:2]1.[Br:16][C:17]1[CH:22]=[CH:21][C:20]([N:23]=[C:24]=[O:25])=[C:19]([CH3:26])[CH:18]=1. Product: [Br:16][C:17]1[CH:22]=[CH:21][C:20]([NH:23][C:24]([NH:15][NH:14][C:12](=[O:13])[CH2:11][C@@H:8]2[CH2:9][CH2:10][N:6]([C:4]([CH:1]3[CH2:3][CH2:2]3)=[O:5])[CH2:7]2)=[O:25])=[C:19]([CH3:26])[CH:18]=1. The catalyst class is: 4.